Dataset: Catalyst prediction with 721,799 reactions and 888 catalyst types from USPTO. Task: Predict which catalyst facilitates the given reaction. (1) Reactant: [CH3:1][O:2][C:3]([C:5]1[CH:10]=[CH:9][C:8]([C:11]2[CH:16]=[CH:15][CH:14]=[CH:13][CH:12]=2)=[C:7]([N+:17]([O-])=O)[CH:6]=1)=[O:4]. Product: [CH3:1][O:2][C:3]([C:5]1[CH:10]=[CH:9][C:8]([C:11]2[CH:12]=[CH:13][CH:14]=[CH:15][CH:16]=2)=[C:7]([NH2:17])[CH:6]=1)=[O:4]. The catalyst class is: 8. (2) Product: [CH3:52][N:49]1[CH2:50][CH2:51][N:46]([C:42]2[C:40]3[CH2:41][C@H:36]([NH:35][C:18](=[O:19])[C:17]4[CH:21]=[CH:22][C:14]([N:11]5[CH2:10][CH2:9][N:8]([CH2:1][C:2]6[CH:3]=[CH:4][CH:5]=[CH:6][CH:7]=6)[CH2:13][CH2:12]5)=[CH:15][CH:16]=4)[CH2:37][O:38][C:39]=3[CH:45]=[CH:44][CH:43]=2)[CH2:47][CH2:48]1. Reactant: [CH2:1]([N:8]1[CH2:13][CH2:12][N:11]([C:14]2[CH:22]=[CH:21][C:17]([C:18](O)=[O:19])=[CH:16][CH:15]=2)[CH2:10][CH2:9]1)[C:2]1[CH:7]=[CH:6][CH:5]=[CH:4][CH:3]=1.C(N1C=CN=C1)(N1C=CN=C1)=O.[NH2:35][C@H:36]1[CH2:41][C:40]2[C:42]([N:46]3[CH2:51][CH2:50][N:49]([CH3:52])[CH2:48][CH2:47]3)=[CH:43][CH:44]=[CH:45][C:39]=2[O:38][CH2:37]1. The catalyst class is: 9. (3) Reactant: N[C:2]1[CH:7]=[C:6]([C:8]([F:11])([F:10])[F:9])[CH:5]=[CH:4][C:3]=1[S:12]([NH:15][C:16]1[CH:17]=[CH:18][C:19]([O:26][CH3:27])=[C:20]2[C:25]=1[N:24]=[CH:23][CH:22]=[CH:21]2)(=[O:14])=[O:13].N(OC(C)(C)C)=O.CC(O)=O. Product: [CH3:27][O:26][C:19]1[CH:18]=[C:17]2[C:16](=[C:25]3[C:20]=1[CH:21]=[CH:22][CH:23]=[N:24]3)[NH:15][S:12](=[O:14])(=[O:13])[C:3]1[C:4]2=[CH:5][C:6]([C:8]([F:9])([F:11])[F:10])=[CH:7][CH:2]=1. The catalyst class is: 1. (4) Reactant: C(O[C:6](=[O:34])[NH:7][C@@H:8]([CH3:33])[C:9]([N:11]1[CH2:16][CH2:15][CH2:14][C@@H:13]([C:17](=[O:32])[NH:18][C@@H:19]([C:21]2[CH:30]=[CH:29][C:28]3[C:23](=[CH:24][C:25]([Br:31])=[CH:26][CH:27]=3)[N:22]=2)[CH3:20])[NH:12]1)=[O:10])(C)(C)C.Cl.O1CCOCC1.[OH:42][C@@H:43]([C@@H:47]([O:49][CH3:50])[CH3:48])C(O)=O.C(N(CC)C(C)C)(C)C.F[P-](F)(F)(F)(F)F.N1(OC(N(C)C)=[N+](C)C)C2C=CC=CC=2N=N1. Product: [Br:31][C:25]1[CH:24]=[C:23]2[C:28]([CH:29]=[CH:30][C:21]([C@H:19]([NH:18][C:17]([C@@H:13]3[CH2:14][CH2:15][CH2:16][N:11]([C:9](=[O:10])[C@@H:8]([NH:7][C:6](=[O:34])[C@@H:43]([OH:42])[C@@H:47]([O:49][CH3:50])[CH3:48])[CH3:33])[NH:12]3)=[O:32])[CH3:20])=[N:22]2)=[CH:27][CH:26]=1. The catalyst class is: 4. (5) Reactant: [N+:1]([C:4]1[CH:5]=[C:6]2[C:11](=[CH:12][CH:13]=1)[NH:10][C:9](=O)[NH:8][C:7]2=O)([O-:3])=[O:2].[CH2:16]([NH2:19])[CH:17]=[CH2:18]. Product: [CH2:16]([NH:19][C:9]1[N:8]=[C:7]([NH:1][CH:4]([CH3:5])[CH:13]=[CH2:12])[C:6]2[C:11](=[CH:12][CH:13]=[C:4]([N+:1]([O-:3])=[O:2])[CH:5]=2)[N:10]=1)[CH:17]=[CH2:18]. The catalyst class is: 6. (6) Reactant: [C:1]([NH:4][CH2:5][CH2:6][C:7]1[C:15]2[C:10](=[CH:11][CH:12]=[C:13]([O:16][CH3:17])[CH:14]=2)[NH:9][C:8]=1[C:18]([O:20]CC)=[O:19])(=[O:3])[CH3:2].O1CCCC1.[OH-].[Na+]. Product: [C:1]([NH:4][CH2:5][CH2:6][C:7]1[C:15]2[C:10](=[CH:11][CH:12]=[C:13]([O:16][CH3:17])[CH:14]=2)[NH:9][C:8]=1[C:18]([OH:20])=[O:19])(=[O:3])[CH3:2]. The catalyst class is: 8. (7) Reactant: [N:1]1([C:7]2[CH:12]=[CH:11][CH:10]=[CH:9][C:8]=2[OH:13])[CH2:6][CH2:5][NH:4][CH2:3][CH2:2]1.[CH:14](O)=O.C=O. Product: [CH3:14][N:4]1[CH2:3][CH2:2][N:1]([C:7]2[CH:12]=[CH:11][CH:10]=[CH:9][C:8]=2[OH:13])[CH2:6][CH2:5]1.[C:8]1([OH:13])[CH:9]=[CH:10][CH:11]=[CH:12][CH:7]=1. The catalyst class is: 14. (8) Reactant: [CH:1]1([CH2:4][O:5][C:6]2[C:7]([C:13]([N:15]3[CH2:20][CH2:19][CH2:18][CH2:17][C@H:16]3[CH2:21][C:22]3[N:23]=[C:24]4[C:29]([CH3:30])=[CH:28][CH:27]=[CH:26][N:25]4[C:31]=3[CH3:32])=[O:14])=[N:8][C:9]([CH3:12])=[CH:10][CH:11]=2)[CH2:3][CH2:2]1.[ClH:33].CCOCC. Product: [ClH:33].[CH:1]1([CH2:4][O:5][C:6]2[C:7]([C:13]([N:15]3[CH2:20][CH2:19][CH2:18][CH2:17][C@H:16]3[CH2:21][C:22]3[N:23]=[C:24]4[C:29]([CH3:30])=[CH:28][CH:27]=[CH:26][N:25]4[C:31]=3[CH3:32])=[O:14])=[N:8][C:9]([CH3:12])=[CH:10][CH:11]=2)[CH2:2][CH2:3]1. The catalyst class is: 2. (9) Reactant: [F:1][C:2]1[CH:3]=[C:4]([C@@H:9]2[CH2:13][N:12]([C:14]3[CH:15]=[N:16][N:17](CC4C=CC(OC)=CC=4)[CH:18]=3)[CH2:11][C@H:10]2[NH:28][C:29]([NH:31][C:32]2[N:36]([C:37]3[CH:42]=[CH:41][CH:40]=[CH:39][CH:38]=3)[N:35]=[C:34]([O:43][CH2:44][CH3:45])[C:33]=2[CH3:46])=[O:30])[CH:5]=[CH:6][C:7]=1[F:8]. Product: [F:1][C:2]1[CH:3]=[C:4]([C@@H:9]2[CH2:13][N:12]([C:14]3[CH:15]=[N:16][NH:17][CH:18]=3)[CH2:11][C@H:10]2[NH:28][C:29]([NH:31][C:32]2[N:36]([C:37]3[CH:38]=[CH:39][CH:40]=[CH:41][CH:42]=3)[N:35]=[C:34]([O:43][CH2:44][CH3:45])[C:33]=2[CH3:46])=[O:30])[CH:5]=[CH:6][C:7]=1[F:8]. The catalyst class is: 67. (10) The catalyst class is: 8. Reactant: [CH2:1]([O:3][C:4]([C:6]1[C:7](Cl)=[C:8]2[CH:14]=[N:13][N:12]([CH2:15][CH3:16])[C:9]2=[N:10][CH:11]=1)=[O:5])[CH3:2].Cl.[Cl:19][CH2:20][CH2:21][NH2:22].C(N(CC)CC)C. Product: [CH2:1]([O:3][C:4]([C:6]1[C:7]([NH:22][CH2:21][CH2:20][Cl:19])=[C:8]2[CH:14]=[N:13][N:12]([CH2:15][CH3:16])[C:9]2=[N:10][CH:11]=1)=[O:5])[CH3:2].